This data is from Peptide-MHC class I binding affinity with 185,985 pairs from IEDB/IMGT. The task is: Regression. Given a peptide amino acid sequence and an MHC pseudo amino acid sequence, predict their binding affinity value. This is MHC class I binding data. (1) The peptide sequence is KRWIILGLNK. The MHC is HLA-A30:02 with pseudo-sequence HLA-A30:02. The binding affinity (normalized) is 0. (2) The binding affinity (normalized) is 0.383. The peptide sequence is EEVPNIIHEA. The MHC is HLA-B40:02 with pseudo-sequence HLA-B40:02. (3) The peptide sequence is ESLLKETIQK. The MHC is HLA-A33:01 with pseudo-sequence HLA-A33:01. The binding affinity (normalized) is 0.113. (4) The peptide sequence is STGKSIKFK. The MHC is HLA-B46:01 with pseudo-sequence HLA-B46:01. The binding affinity (normalized) is 0.0847. (5) The peptide sequence is QLKLNWFKK. The MHC is HLA-A03:01 with pseudo-sequence HLA-A03:01. The binding affinity (normalized) is 0.547.